From a dataset of Forward reaction prediction with 1.9M reactions from USPTO patents (1976-2016). Predict the product of the given reaction. Given the reactants Cl[C:2]1[CH:3]=[CH:4][CH:5]=[C:6]([NH2:10])[C:7]=1[NH:8][CH3:9].[Cl:11][CH2:12][C:13](O)=O.[OH-].[Na+].[ClH:18], predict the reaction product. The product is: [Cl:18][C:2]1[C:7]2[N:8]([CH3:9])[C:13]([CH2:12][Cl:11])=[N:10][C:6]=2[CH:5]=[CH:4][CH:3]=1.